This data is from Reaction yield outcomes from USPTO patents with 853,638 reactions. The task is: Predict the reaction yield, written as a fraction of the theoretical maximum amount of product (1.0 means a 100% yield; for example, 0.34 means a 34% yield). (1) The reactants are Br[C:2]1[C:7]([C:8]([F:11])([F:10])[F:9])=[CH:6][C:5]([NH:12][C:13]2[N:17]=[C:16]([NH2:18])[NH:15][N:14]=2)=[CH:4][C:3]=1[Cl:19].CC1(C)C(C)(C)OB([C:28]2[CH:33]=[CH:32][C:31]([S:34]([N:37]3[CH2:43][C:39]4([CH2:42][O:41][CH2:40]4)[CH2:38]3)(=[O:36])=[O:35])=[CH:30][CH:29]=2)O1.C([O-])([O-])=O.[K+].[K+].COCCOC. The catalyst is C1C=CC([P]([Pd]([P](C2C=CC=CC=2)(C2C=CC=CC=2)C2C=CC=CC=2)([P](C2C=CC=CC=2)(C2C=CC=CC=2)C2C=CC=CC=2)[P](C2C=CC=CC=2)(C2C=CC=CC=2)C2C=CC=CC=2)(C2C=CC=CC=2)C2C=CC=CC=2)=CC=1.O.O1CCOCC1. The product is [Cl:19][C:3]1[C:2]([C:28]2[CH:33]=[CH:32][C:31]([S:34]([N:37]3[CH2:43][C:39]4([CH2:40][O:41][CH2:42]4)[CH2:38]3)(=[O:35])=[O:36])=[CH:30][CH:29]=2)=[C:7]([C:8]([F:11])([F:10])[F:9])[CH:6]=[C:5]([NH:12][C:13]2[N:17]=[C:16]([NH2:18])[NH:15][N:14]=2)[CH:4]=1. The yield is 0.100. (2) The reactants are [NH:1]1[C:9]2[C:4](=[CH:5][CH:6]=[CH:7][CH:8]=2)[C:3](/[CH:10]=[CH:11]/[C:12]2[CH:20]=[CH:19][C:15]([C:16]([OH:18])=O)=[CH:14][CH:13]=2)=[N:2]1.Cl.C([O:24][C:25](=[O:29])[CH2:26][NH:27][CH3:28])C.O.ON1C2C=CC=CC=2N=N1.Cl.C(N=C=NCCCN(C)C)C.CN1CCOCC1. The catalyst is [OH-].[Na+]. The product is [CH3:28][N:27]([CH2:26][C:25]([OH:29])=[O:24])[C:16](=[O:18])[C:15]1[CH:14]=[CH:13][C:12](/[CH:11]=[CH:10]/[C:3]2[C:4]3[C:9](=[CH:8][CH:7]=[CH:6][CH:5]=3)[NH:1][N:2]=2)=[CH:20][CH:19]=1. The yield is 0.550. (3) The reactants are [N+:1]([C:4]1[CH:5]=[C:6]2[C:10](=[CH:11][CH:12]=1)[NH:9][C:8]([CH2:13][C:14]([NH2:16])=[O:15])=[C:7]2[S:17]([C:20]1[CH:25]=[C:24]([CH3:26])[CH:23]=[C:22]([CH3:27])[CH:21]=1)(=[O:19])=[O:18])([O-])=O.[H][H]. The catalyst is O1CCCC1.CO.O=[Pt]=O. The product is [NH2:1][C:4]1[CH:5]=[C:6]2[C:10](=[CH:11][CH:12]=1)[NH:9][C:8]([CH2:13][C:14]([NH2:16])=[O:15])=[C:7]2[S:17]([C:20]1[CH:21]=[C:22]([CH3:27])[CH:23]=[C:24]([CH3:26])[CH:25]=1)(=[O:19])=[O:18]. The yield is 1.00.